This data is from CYP2C19 inhibition data for predicting drug metabolism from PubChem BioAssay. The task is: Regression/Classification. Given a drug SMILES string, predict its absorption, distribution, metabolism, or excretion properties. Task type varies by dataset: regression for continuous measurements (e.g., permeability, clearance, half-life) or binary classification for categorical outcomes (e.g., BBB penetration, CYP inhibition). Dataset: cyp2c19_veith. (1) The molecule is CCSc1ncnc2c1sc1nc(-c3ccco3)c3c(c12)CC(C)(C)OC3. The result is 0 (non-inhibitor). (2) The compound is COc1ccc(Cc2ccc3[nH]c(=O)cc(C)c3c2)cc1S(=O)(=O)O. The result is 0 (non-inhibitor).